Dataset: Full USPTO retrosynthesis dataset with 1.9M reactions from patents (1976-2016). Task: Predict the reactants needed to synthesize the given product. Given the product [CH3:1][C:2]1[C:6]([C:7]2[N:8]([C:20]3[CH:25]=[CH:24][C:23]([OH:26])=[CH:22][CH:21]=3)[C:9]3[C:14]([C:15]=2[CH:16]=[N:29][OH:30])=[CH:13][C:12]([F:18])=[C:11]([F:19])[CH:10]=3)=[C:5]([CH3:27])[O:4][N:3]=1, predict the reactants needed to synthesize it. The reactants are: [CH3:1][C:2]1[C:6]([C:7]2[N:8]([C:20]3[CH:25]=[CH:24][C:23]([OH:26])=[CH:22][CH:21]=3)[C:9]3[C:14]([C:15]=2[CH:16]=O)=[CH:13][C:12]([F:18])=[C:11]([F:19])[CH:10]=3)=[C:5]([CH3:27])[O:4][N:3]=1.Cl.[NH2:29][OH:30].N1C=CC=CC=1.